The task is: Predict the reaction yield, written as a fraction of the theoretical maximum amount of product (1.0 means a 100% yield; for example, 0.34 means a 34% yield).. This data is from Reaction yield outcomes from USPTO patents with 853,638 reactions. (1) The reactants are [Si:1]([O:8][CH:9]([CH2:20][O:21][C:22]1[CH:27]=[CH:26][CH:25]=[C:24]([C:28]2[N:33]=[C:32](Cl)[C:31]([CH3:35])=[C:30]([NH:36][CH:37]3[CH2:42][CH2:41][O:40][CH2:39][CH2:38]3)[N:29]=2)[CH:23]=1)[CH2:10][N:11]([CH3:19])[C:12](=[O:18])[O:13][C:14]([CH3:17])([CH3:16])[CH3:15])([C:4]([CH3:7])([CH3:6])[CH3:5])([CH3:3])[CH3:2].[C:43]([O:51][CH2:52][C:53]1[C:57](B2OC(C)(C)C(C)(C)O2)=[C:56]([CH3:67])[O:55][N:54]=1)(=[O:50])[C:44]1[CH:49]=[CH:48][CH:47]=[CH:46][CH:45]=1.[F-].[K+]. The catalyst is O1CCOCC1.O.C1C=CC(/C=C/C(/C=C/C2C=CC=CC=2)=O)=CC=1.C1C=CC(/C=C/C(/C=C/C2C=CC=CC=2)=O)=CC=1.C1C=CC(/C=C/C(/C=C/C2C=CC=CC=2)=O)=CC=1.[Pd].[Pd]. The product is [C:43]([O:51][CH2:52][C:53]1[C:57]([C:32]2[C:31]([CH3:35])=[C:30]([NH:36][CH:37]3[CH2:38][CH2:39][O:40][CH2:41][CH2:42]3)[N:29]=[C:28]([C:24]3[CH:25]=[CH:26][CH:27]=[C:22]([O:21][CH2:20][CH:9]([O:8][Si:1]([C:4]([CH3:7])([CH3:6])[CH3:5])([CH3:3])[CH3:2])[CH2:10][N:11]([C:12]([O:13][C:14]([CH3:17])([CH3:15])[CH3:16])=[O:18])[CH3:19])[CH:23]=3)[N:33]=2)=[C:56]([CH3:67])[O:55][N:54]=1)(=[O:50])[C:44]1[CH:45]=[CH:46][CH:47]=[CH:48][CH:49]=1. The yield is 0.740. (2) The reactants are S(Cl)(Cl)=O.[Cl:5][C:6]1[C:7]([NH:18][CH2:19][C:20]2[CH:25]=[CH:24][CH:23]=[CH:22][CH:21]=2)=[N:8][C:9]([CH:15]2[CH2:17][CH2:16]2)=[N:10][C:11]=1[C:12]([OH:14])=[O:13].C(=O)(O)[O-].[Na+].[CH2:31](O)[CH3:32]. No catalyst specified. The product is [Cl:5][C:6]1[C:7]([NH:18][CH2:19][C:20]2[CH:25]=[CH:24][CH:23]=[CH:22][CH:21]=2)=[N:8][C:9]([CH:15]2[CH2:16][CH2:17]2)=[N:10][C:11]=1[C:12]([O:14][CH2:31][CH3:32])=[O:13]. The yield is 0.340. (3) The reactants are C([CH2:8][NH:9][CH2:10][CH2:11][N:12]1[CH2:17][CH2:16][CH:15]([O:18][C:19](=[O:33])[NH:20][C:21]2[CH:26]=[CH:25][CH:24]=[CH:23][C:22]=2[C:27]2[CH:32]=[CH:31][CH:30]=[CH:29][CH:28]=2)[CH2:14][CH2:13]1)C1C=CC=CC=1.CCO.C(OC(C)C)(=O)C. The catalyst is C(Cl)Cl. The product is [CH3:8][NH:9][CH2:10][CH2:11][N:12]1[CH2:17][CH2:16][CH:15]([O:18][C:19](=[O:33])[NH:20][C:21]2[CH:26]=[CH:25][CH:24]=[CH:23][C:22]=2[C:27]2[CH:32]=[CH:31][CH:30]=[CH:29][CH:28]=2)[CH2:14][CH2:13]1. The yield is 0.700. (4) The reactants are Br.Br[CH2:3][C:4]([C:6]1[CH:11]=[CH:10][CH:9]=[CH:8][N:7]=1)=O.[CH3:12][C:13]1[C:14]([NH:19][C:20]([NH2:22])=[S:21])=[N:15][CH:16]=[CH:17][CH:18]=1. The catalyst is C(O)C. The product is [CH3:12][C:13]1[C:14]([NH:19][C:20]2[S:21][CH:3]=[C:4]([C:6]3[CH:11]=[CH:10][CH:9]=[CH:8][N:7]=3)[N:22]=2)=[N:15][CH:16]=[CH:17][CH:18]=1. The yield is 0.810.